Task: Predict the product of the given reaction.. Dataset: Forward reaction prediction with 1.9M reactions from USPTO patents (1976-2016) (1) The product is: [C:1]([O:4][C@H:5]1[C@@H:20]([O:21][C:22](=[O:24])[CH3:23])[C@H:19]([O:25][C:26](=[O:28])[CH3:27])[C@@H:18]([CH2:29][O:30][C:31](=[O:33])[CH3:32])[O:17][C@@H:6]1[O:7][C:8]1[CH:13]=[CH:12][C:11]([N:42]2[C:43]3[C:39](=[CH:38][C:37]([N+:34]([O-:36])=[O:35])=[CH:45][CH:44]=3)[CH:40]=[CH:41]2)=[CH:10][C:9]=1[O:15][CH3:16])(=[O:3])[CH3:2]. Given the reactants [C:1]([O:4][C@H:5]1[C@@H:20]([O:21][C:22](=[O:24])[CH3:23])[C@H:19]([O:25][C:26](=[O:28])[CH3:27])[C@@H:18]([CH2:29][O:30][C:31](=[O:33])[CH3:32])[O:17][C@@H:6]1[O:7][C:8]1[CH:13]=[CH:12][C:11](I)=[CH:10][C:9]=1[O:15][CH3:16])(=[O:3])[CH3:2].[N+:34]([C:37]1[CH:38]=[C:39]2[C:43](=[CH:44][CH:45]=1)[NH:42][CH:41]=[CH:40]2)([O-:36])=[O:35], predict the reaction product. (2) Given the reactants [C:1]([OH:10])(=[O:9])[C@@H:2]([C@H:4]([C:6]([OH:8])=[O:7])[OH:5])[OH:3].[NH:11]1[CH2:21][CH2:20][CH2:19][CH:13]([C:14]([O:16][CH2:17][CH3:18])=[O:15])[CH2:12]1.C([C@@H]([C@H](C(O)=O)O)O)(O)=O.N1CCC[C@@H](C(OCC)=O)C1, predict the reaction product. The product is: [C:6]([CH:4]([CH:2]([C:1]([OH:10])=[O:9])[OH:3])[OH:5])([OH:8])=[O:7].[NH:11]1[CH2:21][CH2:20][CH2:19][C@@H:13]([C:14]([O:16][CH2:17][CH3:18])=[O:15])[CH2:12]1. (3) Given the reactants [C:1](B1OC(C)(C)C(C)(C)O1)([CH3:3])=[CH2:2].[CH2:13]([N:20]1[CH2:24][C@H:23]2[C:25]3[CH:26]=[CH:27][C:28](Br)=[C:29]([Cl:33])[C:30]=3[CH2:31][O:32][C@@:22]2([CH3:35])[CH2:21]1)[C:14]1[CH:19]=[CH:18][CH:17]=[CH:16][CH:15]=1, predict the reaction product. The product is: [CH2:13]([N:20]1[CH2:24][C@H:23]2[C:25]3[CH:26]=[CH:27][C:28]([C:1]([CH3:3])=[CH2:2])=[C:29]([Cl:33])[C:30]=3[CH2:31][O:32][C@@:22]2([CH3:35])[CH2:21]1)[C:14]1[CH:19]=[CH:18][CH:17]=[CH:16][CH:15]=1. (4) Given the reactants [N+:1]([C:4]1[CH:9]=[C:8]([N+:10]([O-:12])=[O:11])[CH:7]=[CH:6][C:5]=1[NH:13][CH2:14][CH2:15][OH:16])([O-:3])=[O:2].[H-].[Na+].[CH2:19](Br)[C:20]#[CH:21], predict the reaction product. The product is: [N+:1]([C:4]1[CH:9]=[C:8]([N+:10]([O-:12])=[O:11])[CH:7]=[CH:6][C:5]=1[NH:13][CH2:14][CH2:15][O:16][CH2:21][C:20]#[CH:19])([O-:3])=[O:2]. (5) Given the reactants [CH2:1]([O:8][C:9]1[CH:14]=[C:13]([O:15][CH2:16][C:17]2[CH:22]=[CH:21][CH:20]=[CH:19][CH:18]=2)[C:12]([CH:23]([CH3:25])[CH3:24])=[CH:11][C:10]=1[C:26]([N:28]1[CH2:36][C:35]2[C:30](=[CH:31][CH:32]=[C:33]([N+:37]([O-])=O)[CH:34]=2)[CH2:29]1)=[O:27])[C:2]1[CH:7]=[CH:6][CH:5]=[CH:4][CH:3]=1.O.O.[Sn](Cl)Cl, predict the reaction product. The product is: [NH2:37][C:33]1[CH:34]=[C:35]2[C:30](=[CH:31][CH:32]=1)[CH2:29][N:28]([C:26]([C:10]1[CH:11]=[C:12]([CH:23]([CH3:25])[CH3:24])[C:13]([O:15][CH2:16][C:17]3[CH:18]=[CH:19][CH:20]=[CH:21][CH:22]=3)=[CH:14][C:9]=1[O:8][CH2:1][C:2]1[CH:7]=[CH:6][CH:5]=[CH:4][CH:3]=1)=[O:27])[CH2:36]2. (6) Given the reactants [CH2:1]1[C:5]2([CH2:10][N:9]([C:11]([O:13][C:14]([CH3:17])([CH3:16])[CH3:15])=[O:12])[CH2:8][CH2:7][NH:6]2)[CH2:4][CH2:3][CH2:2]1.[H-].[Na+].Cl[C:21]1[O:22][C:23]2[C:24](=[C:26]([C:30]([O:32][CH3:33])=[O:31])[CH:27]=[CH:28][CH:29]=2)[N:25]=1, predict the reaction product. The product is: [C:14]([O:13][C:11]([N:9]1[CH2:10][C:5]2([CH2:1][CH2:2][CH2:3][CH2:4]2)[N:6]([C:21]2[O:22][C:23]3[C:24](=[C:26]([C:30]([O:32][CH3:33])=[O:31])[CH:27]=[CH:28][CH:29]=3)[N:25]=2)[CH2:7][CH2:8]1)=[O:12])([CH3:17])([CH3:16])[CH3:15].